Predict the reaction yield, written as a fraction of the theoretical maximum amount of product (1.0 means a 100% yield; for example, 0.34 means a 34% yield). From a dataset of Reaction yield outcomes from USPTO patents with 853,638 reactions. (1) The yield is 0.420. The product is [Cl:1][C:2]1[C:24]([O:25][CH2:26][CH3:27])=[CH:23][C:5]([CH2:6][N:7]2[CH2:8][CH2:9][CH:10]([NH:13][C:14]3[CH:22]=[CH:21][C:17]([C:18]([NH:31][CH2:32][CH2:33][OH:34])=[O:20])=[CH:16][N:15]=3)[CH2:11][CH2:12]2)=[CH:4][C:3]=1[O:28][CH2:29][CH3:30]. The catalyst is CN(C=O)C. The reactants are [Cl:1][C:2]1[C:24]([O:25][CH2:26][CH3:27])=[CH:23][C:5]([CH2:6][N:7]2[CH2:12][CH2:11][CH:10]([NH:13][C:14]3[CH:22]=[CH:21][C:17]([C:18]([OH:20])=O)=[CH:16][N:15]=3)[CH2:9][CH2:8]2)=[CH:4][C:3]=1[O:28][CH2:29][CH3:30].[NH2:31][CH2:32][CH2:33][OH:34].C(N(C(C)C)C(C)C)C.CN(C(ON1N=NC2C=CC=NC1=2)=[N+](C)C)C.F[P-](F)(F)(F)(F)F. (2) The reactants are [C:1]([N:5]1[CH2:10][CH2:9][C:8](=O)[CH2:7][CH2:6]1)([CH3:4])([CH3:3])[CH3:2].[O-]S([O-])(=O)=O.[Mg+2].[NH:18]([C:20]([O:22][C:23]([CH3:26])([CH3:25])[CH3:24])=[O:21])[NH2:19]. The catalyst is C(Cl)Cl. The yield is 0.840. The product is [C:1]([N:5]1[CH2:10][CH2:9][C:8](=[N:19][NH:18][C:20]([O:22][C:23]([CH3:26])([CH3:25])[CH3:24])=[O:21])[CH2:7][CH2:6]1)([CH3:4])([CH3:3])[CH3:2]. (3) The reactants are [C:1]1([CH:7]2[CH2:11][CH2:10][CH2:9][C:8]2=[O:12])[CH:6]=[CH:5][CH:4]=[CH:3][CH:2]=1.[C:13](=[O:18])=[N:14][C:15](Cl)=[O:16]. The catalyst is C(OCC)(=O)C.C(=O)(O)[O-].[Na+]. The product is [C:1]1([CH:7]2[C:8]3[O:12][C:15](=[O:16])[NH:14][C:13](=[O:18])[C:9]=3[CH2:10][CH2:11]2)[CH:6]=[CH:5][CH:4]=[CH:3][CH:2]=1. The yield is 0.130. (4) The reactants are Cl.[CH3:2][C:3]1[N:7]2[C:8]3[CH:14]=[CH:13][N:12]([S:15]([C:18]4[CH:24]=[CH:23][C:21]([CH3:22])=[CH:20][CH:19]=4)(=[O:17])=[O:16])[C:9]=3[N:10]=[CH:11][C:6]2=[CH:5][N:4]=1.C1C(=O)N([Br:32])C(=O)C1.O.C([O-])(O)=O.[Na+]. The catalyst is CN(C=O)C. The product is [Br:32][C:5]1[N:4]=[C:3]([CH3:2])[N:7]2[C:8]3[CH:14]=[CH:13][N:12]([S:15]([C:18]4[CH:24]=[CH:23][C:21]([CH3:22])=[CH:20][CH:19]=4)(=[O:16])=[O:17])[C:9]=3[N:10]=[CH:11][C:6]=12. The yield is 0.690. (5) The reactants are [CH:1]([C:4]1[CH:9]=[CH:8][CH:7]=[C:6]([CH:10]([CH3:12])[CH3:11])[C:5]=1[NH:13][C:14](=[O:26])[C:15]([NH:17][C:18]1[CH:23]=[C:22]([CH3:24])[CH:21]=[CH:20][C:19]=1[OH:25])=[O:16])([CH3:3])[CH3:2].[CH2:27]1[CH:32]2[CH2:33][C:34]3(O)[CH2:36][CH:30]([CH2:31]2)[CH2:29][CH:28]1[CH2:35]3.OS(O)(=O)=O.C(OCC)(=O)C. The catalyst is C(Cl)Cl. The product is [CH:1]([C:4]1[CH:9]=[CH:8][CH:7]=[C:6]([CH:10]([CH3:12])[CH3:11])[C:5]=1[NH:13][C:14](=[O:26])[C:15]([NH:17][C:18]1[CH:23]=[C:22]([CH3:24])[CH:21]=[C:20]([C:28]23[CH2:29][CH:30]4[CH2:36][CH:34]([CH2:33][CH:32]([CH2:31]4)[CH2:27]2)[CH2:35]3)[C:19]=1[OH:25])=[O:16])([CH3:2])[CH3:3]. The yield is 0.480. (6) The reactants are [CH3:1][CH:2]([S:4](Cl)(=[O:6])=[O:5])[CH3:3].[NH2:8][C:9]1[CH:14]=[CH:13][C:12]([C:15]2[C:16]([C:29]3[CH:34]=[CH:33][CH:32]=[CH:31][CH:30]=3)=[N:17][C:18]3[C:23]([N:24]=2)=[CH:22][C:21]([C:25]([O:27][CH3:28])=[O:26])=[CH:20][CH:19]=3)=[CH:11][CH:10]=1.CCN(C(C)C)C(C)C. The catalyst is ClCCl. The product is [C:29]1([C:16]2[C:15]([C:12]3[CH:13]=[CH:14][C:9]([NH:8][S:4]([CH:2]([CH3:3])[CH3:1])(=[O:6])=[O:5])=[CH:10][CH:11]=3)=[N:24][C:23]3[C:18](=[CH:19][CH:20]=[C:21]([C:25]([O:27][CH3:28])=[O:26])[CH:22]=3)[N:17]=2)[CH:30]=[CH:31][CH:32]=[CH:33][CH:34]=1. The yield is 0.870. (7) The reactants are Cl[C:2]1[C:7]2[CH2:8][N:9]([CH:12]([C:14]3[CH:19]=[CH:18][C:17]([O:20][CH2:21][C:22]([F:25])([F:24])[F:23])=[C:16]([Cl:26])[CH:15]=3)[CH3:13])[C:10](=[O:11])[C:6]=2[CH:5]=[CH:4][N:3]=1.[CH:27]([O:29][C:30]1[CH:35]=[CH:34][CH:33]=[CH:32][CH:31]=1)=[O:28]. No catalyst specified. The product is [Cl:26][C:16]1[CH:15]=[C:14]([CH:12]([N:9]2[C:10](=[O:11])[C:6]3[CH:5]=[CH:4][N:3]=[C:2]([C:27]([O:29][C:30]4[CH:35]=[CH:34][CH:33]=[CH:32][CH:31]=4)=[O:28])[C:7]=3[CH2:8]2)[CH3:13])[CH:19]=[CH:18][C:17]=1[O:20][CH2:21][C:22]([F:25])([F:24])[F:23]. The yield is 0.590.